This data is from Full USPTO retrosynthesis dataset with 1.9M reactions from patents (1976-2016). The task is: Predict the reactants needed to synthesize the given product. The reactants are: Br[C:2]1[C:3]([C:17]2[CH:22]=[CH:21][CH:20]=[CH:19][CH:18]=2)=[N:4][N:5]2[C:10]([Si:11]([CH3:14])([CH3:13])[CH3:12])=[C:9]([O:15][CH3:16])[CH:8]=[CH:7][C:6]=12.C([Li])CCC.[Cl:28][C:29]1[CH:34]=[C:33]([C:35]([O:37][CH3:38])=[O:36])[N:32]=[C:31]([CH:39]=[O:40])[CH:30]=1.[Cl-].[NH4+]. Given the product [Cl:28][C:29]1[CH:30]=[C:31]([CH:39]([OH:40])[C:2]2[C:3]([C:17]3[CH:22]=[CH:21][CH:20]=[CH:19][CH:18]=3)=[N:4][N:5]3[C:10]([Si:11]([CH3:14])([CH3:12])[CH3:13])=[C:9]([O:15][CH3:16])[CH:8]=[CH:7][C:6]=23)[N:32]=[C:33]([C:35]([O:37][CH3:38])=[O:36])[CH:34]=1, predict the reactants needed to synthesize it.